This data is from Reaction yield outcomes from USPTO patents with 853,638 reactions. The task is: Predict the reaction yield, written as a fraction of the theoretical maximum amount of product (1.0 means a 100% yield; for example, 0.34 means a 34% yield). (1) The reactants are [F:1][C:2]1[CH:3]=[C:4]([C@H:8]2[CH2:12][CH2:11][CH2:10][N:9]2[C:13]2[CH:18]=[CH:17][N:16]3[N:19]=[CH:20][C:21]([NH2:22])=[C:15]3[N:14]=2)[CH:5]=[CH:6][CH:7]=1.C(O)(=O)[C:24]1[CH:29]=[CH:28][CH:27]=[N:26][CH:25]=1.CN([C:35]([O:39]N1N=NC2C=CC=NC1=2)=[N+](C)C)C.F[P-](F)(F)(F)(F)F.CCN(C(C)C)C(C)C. The catalyst is CCOC(C)=O.CN(C=O)C. The product is [F:1][C:2]1[CH:3]=[C:4]([C@H:8]2[CH2:12][CH2:11][CH2:10][N:9]2[C:13]2[CH:18]=[CH:17][N:16]3[N:19]=[CH:20][C:21]([NH:22][C:35](=[O:39])[C:25]4[CH:24]=[CH:29][CH:28]=[CH:27][N:26]=4)=[C:15]3[N:14]=2)[CH:5]=[CH:6][CH:7]=1. The yield is 0.740. (2) The reactants are C(OC[C@@H](O)CC1C=C([Cl:18])C=CC=1OC)C1C=CC=CC=1.[C:22]([O:25][C@@H:26]([CH2:29][C:30]1[CH:35]=[C:34](F)[CH:33]=[CH:32][C:31]=1[OH:37])[CH2:27][Br:28])(=[O:24])[CH3:23]. No catalyst specified. The product is [C:22]([O:25][C@@H:26]([CH2:29][C:30]1[CH:35]=[C:34]([Cl:18])[CH:33]=[CH:32][C:31]=1[OH:37])[CH2:27][Br:28])(=[O:24])[CH3:23]. The yield is 0.700. (3) The reactants are [OH-].[Na+].[CH2:3]([O:10][C:11]1[CH:12]=[C:13]2[C:17](=[CH:18][CH:19]=1)[N:16]([CH2:20][C:21]1[CH:26]=[CH:25][CH:24]=[C:23]([O:27][CH3:28])[CH:22]=1)[C:15]([C:29]([O:31]CC)=[O:30])=[C:14]2[C:34]1[CH:39]=[CH:38][C:37]([O:40][CH2:41][CH:42]2[CH2:44][CH2:43]2)=[CH:36][CH:35]=1)[C:4]1[CH:9]=[CH:8][CH:7]=[CH:6][CH:5]=1.Cl. The catalyst is CO.O. The product is [CH2:3]([O:10][C:11]1[CH:12]=[C:13]2[C:17](=[CH:18][CH:19]=1)[N:16]([CH2:20][C:21]1[CH:26]=[CH:25][CH:24]=[C:23]([O:27][CH3:28])[CH:22]=1)[C:15]([C:29]([OH:31])=[O:30])=[C:14]2[C:34]1[CH:39]=[CH:38][C:37]([O:40][CH2:41][CH:42]2[CH2:43][CH2:44]2)=[CH:36][CH:35]=1)[C:4]1[CH:5]=[CH:6][CH:7]=[CH:8][CH:9]=1. The yield is 0.400. (4) The reactants are CO[C:3](=[O:25])[C:4]1[CH:9]=[CH:8][C:7]([O:10][CH2:11][C:12]2[C:13]([C:18]3[CH:23]=[CH:22][CH:21]=[C:20]([F:24])[CH:19]=3)=[N:14][O:15][C:16]=2[CH3:17])=[N:6][CH:5]=1.[NH:26]1[CH2:31][CH2:30][S:29](=[O:33])(=[O:32])[CH2:28][CH2:27]1. No catalyst specified. The product is [O:32]=[S:29]1(=[O:33])[CH2:30][CH2:31][N:26]([C:3]([C:4]2[CH:5]=[N:6][C:7]([O:10][CH2:11][C:12]3[C:13]([C:18]4[CH:23]=[CH:22][CH:21]=[C:20]([F:24])[CH:19]=4)=[N:14][O:15][C:16]=3[CH3:17])=[CH:8][CH:9]=2)=[O:25])[CH2:27][CH2:28]1. The yield is 1.00.